From a dataset of Reaction yield outcomes from USPTO patents with 853,638 reactions. Predict the reaction yield, written as a fraction of the theoretical maximum amount of product (1.0 means a 100% yield; for example, 0.34 means a 34% yield). The reactants are [Cl:1][C:2]1[CH:3]=[C:4]([OH:21])[CH:5]=[C:6]2[C:11]=1[O:10][CH:9]([C:12]([F:15])([F:14])[F:13])[C:8]([C:16]([O:18][CH2:19][CH3:20])=[O:17])=[CH:7]2.C([O-])([O-])=O.[K+].[K+].[F:28][C:29]([F:33])([F:32])[CH2:30]I.C([O-])(O)=O.[Na+]. The catalyst is CN(C=O)C. The product is [Cl:1][C:2]1[CH:3]=[C:4]([O:21][CH2:30][C:29]([F:33])([F:32])[F:28])[CH:5]=[C:6]2[C:11]=1[O:10][CH:9]([C:12]([F:15])([F:14])[F:13])[C:8]([C:16]([O:18][CH2:19][CH3:20])=[O:17])=[CH:7]2. The yield is 0.410.